Dataset: Forward reaction prediction with 1.9M reactions from USPTO patents (1976-2016). Task: Predict the product of the given reaction. (1) Given the reactants [C:1]1([C@@H:7]2[CH2:9][C@H:8]2[C:10](Cl)=[O:11])[CH:6]=[CH:5][CH:4]=[CH:3][CH:2]=1.[CH:13]1([N:19]2[CH2:24][CH2:23][NH:22][CH2:21][CH2:20]2)[CH2:18][CH2:17][CH2:16][CH2:15][CH2:14]1, predict the reaction product. The product is: [CH:13]1([N:19]2[CH2:24][CH2:23][N:22]([C:10]([C@@H:8]3[CH2:9][C@H:7]3[C:1]3[CH:6]=[CH:5][CH:4]=[CH:3][CH:2]=3)=[O:11])[CH2:21][CH2:20]2)[CH2:18][CH2:17][CH2:16][CH2:15][CH2:14]1. (2) Given the reactants [H-].[Na+].[CH3:3][O:4][CH2:5][CH2:6][CH2:7][CH2:8][C:9](=O)[CH2:10][C:11]([O:13]C)=[O:12].[C:16]1([N:22]=[N+:23]=[N-:24])[CH:21]=[CH:20][CH:19]=[CH:18][CH:17]=1, predict the reaction product. The product is: [CH3:3][O:4][CH2:5][CH2:6][CH2:7][CH2:8][C:9]1[N:22]([C:16]2[CH:21]=[CH:20][CH:19]=[CH:18][CH:17]=2)[N:23]=[N:24][C:10]=1[C:11]([OH:13])=[O:12]. (3) The product is: [CH3:36][S:37]([O:1][CH2:2][CH2:3][C:4]1[C:5]([C:25]([F:26])([F:28])[F:27])=[N:6][N:7]([CH2:9][C:10]([NH:12][C:13]2[S:17][C:16]3[CH2:18][CH2:19][CH2:20][CH2:21][C:15]=3[C:14]=2[C:22](=[O:23])[NH2:24])=[O:11])[CH:8]=1)(=[O:39])=[O:38]. Given the reactants [OH:1][CH2:2][CH2:3][C:4]1[C:5]([C:25]([F:28])([F:27])[F:26])=[N:6][N:7]([CH2:9][C:10]([NH:12][C:13]2[S:17][C:16]3[CH2:18][CH2:19][CH2:20][CH2:21][C:15]=3[C:14]=2[C:22]([NH2:24])=[O:23])=[O:11])[CH:8]=1.C(N(CC)CC)C.[CH3:36][S:37](Cl)(=[O:39])=[O:38].O, predict the reaction product. (4) Given the reactants [C:1]([C:4]1[C:9]([F:10])=[CH:8][C:7]([N:11]2[CH2:16][C@@H:15]3[CH2:17][C@H:12]2[CH2:13][N:14]3[C:18]([O:20][C:21]([CH3:24])([CH3:23])[CH3:22])=[O:19])=[CH:6][C:5]=1[F:25])(=[O:3])[CH3:2], predict the reaction product. The product is: [CH3:7][N:11]([CH3:16])/[CH:12]=[CH:2]/[C:1]([C:4]1[C:5]([F:25])=[CH:6][C:7]([N:11]2[CH2:16][C@@H:15]3[CH2:17][C@H:12]2[CH2:13][N:14]3[C:18]([O:20][C:21]([CH3:24])([CH3:23])[CH3:22])=[O:19])=[CH:8][C:9]=1[F:10])=[O:3].